From a dataset of Peptide-MHC class II binding affinity with 134,281 pairs from IEDB. Regression. Given a peptide amino acid sequence and an MHC pseudo amino acid sequence, predict their binding affinity value. This is MHC class II binding data. (1) The peptide sequence is YDKFMANVSTVLTGK. The MHC is DRB1_0401 with pseudo-sequence DRB1_0401. The binding affinity (normalized) is 0.644. (2) The peptide sequence is EGKYFAATQFEPLAA. The MHC is HLA-DQA10501-DQB10201 with pseudo-sequence HLA-DQA10501-DQB10201. The binding affinity (normalized) is 0.552. (3) The peptide sequence is MIIPKSLAGPISQHN. The MHC is DRB1_0404 with pseudo-sequence DRB1_0404. The binding affinity (normalized) is 0.0715. (4) The peptide sequence is LTALAVSQLTEVFSR. The MHC is DRB1_0101 with pseudo-sequence DRB1_0101. The binding affinity (normalized) is 0.720. (5) The peptide sequence is DTLRSYYADWYQQKPG. The MHC is HLA-DQA10401-DQB10402 with pseudo-sequence HLA-DQA10401-DQB10402. The binding affinity (normalized) is 0.232. (6) The peptide sequence is RRGSANGKTLGEVWK. The MHC is HLA-DQA10201-DQB10303 with pseudo-sequence HLA-DQA10201-DQB10303. The binding affinity (normalized) is 0. (7) The peptide sequence is TISSYFVGKMYFNLIDTK. The MHC is DRB1_1101 with pseudo-sequence DRB1_1101. The binding affinity (normalized) is 0.414. (8) The peptide sequence is ANATVYMIDSVLMPP. The MHC is DRB1_0405 with pseudo-sequence DRB1_0405. The binding affinity (normalized) is 0.191. (9) The peptide sequence is GKAVWGKNSCAKNYN. The MHC is DRB3_0202 with pseudo-sequence DRB3_0202. The binding affinity (normalized) is 0.595. (10) The peptide sequence is EELQIVDKIDAAFKI. The MHC is DRB4_0101 with pseudo-sequence DRB4_0103. The binding affinity (normalized) is 0.599.